From a dataset of Catalyst prediction with 721,799 reactions and 888 catalyst types from USPTO. Predict which catalyst facilitates the given reaction. (1) Reactant: [O:1]=[C:2]1[NH:6][C:5](=[O:7])[CH2:4][N:3]1[C@@H:8]([C@@H:16]([CH3:19])[CH2:17][CH3:18])[C:9]([O:11][C:12]([CH3:15])([CH3:14])[CH3:13])=[O:10].[CH:20]([C:23]1[S:24][CH:25]=[C:26]([CH2:28]O)[N:27]=1)([CH3:22])[CH3:21].C1(P(C2C=CC=CC=2)C2C=CC=CC=2)C=CC=CC=1.N(C(OCC)=O)=NC(OCC)=O. Product: [CH:20]([C:23]1[S:24][CH:25]=[C:26]([CH2:28][N:6]2[C:5](=[O:7])[CH2:4][N:3]([C@@H:8]([C@@H:16]([CH3:19])[CH2:17][CH3:18])[C:9]([O:11][C:12]([CH3:13])([CH3:14])[CH3:15])=[O:10])[C:2]2=[O:1])[N:27]=1)([CH3:22])[CH3:21]. The catalyst class is: 46. (2) Reactant: Br[C:2]1[CH:3]=[N:4][CH:5]=[C:6]([O:8][CH:9]([CH3:11])[CH3:10])[CH:7]=1.C([Li])CCC.[O:17]=[C:18]1[CH2:24][CH:23]2[CH2:25][CH:19]1[CH2:20][N:21]([C:26]([O:28][CH2:29][CH3:30])=[O:27])[CH2:22]2. Product: [OH:17][C:18]1([C:2]2[CH:3]=[N:4][CH:5]=[C:6]([O:8][CH:9]([CH3:11])[CH3:10])[CH:7]=2)[CH2:24][CH:23]2[CH2:25][CH:19]1[CH2:20][N:21]([C:26]([O:28][CH2:29][CH3:30])=[O:27])[CH2:22]2. The catalyst class is: 385. (3) The catalyst class is: 11. Reactant: [S:1]1[CH2:5][C:4](=[O:6])[NH:3][C:2]1=[O:7].[CH3:8][N:9]([CH2:23][CH2:24][O:25][C:26]1[CH:33]=[CH:32][C:29]([CH:30]=O)=[CH:28][CH:27]=1)[C:10]1[N:15]=[CH:14][CH:13]=[C:12]([C:16]2[CH:22]=[CH:21][C:19]([NH2:20])=[CH:18][CH:17]=2)[N:11]=1.C([O-])(=O)C.[NH2+]1CCCCC1. Product: [CH3:8][N:9]([CH2:23][CH2:24][O:25][C:26]1[CH:27]=[CH:28][C:29]([CH:30]=[C:5]2[S:1][C:2](=[O:7])[NH:3][C:4]2=[O:6])=[CH:32][CH:33]=1)[C:10]1[N:15]=[CH:14][CH:13]=[C:12]([C:16]2[CH:17]=[CH:18][C:19]([NH2:20])=[CH:21][CH:22]=2)[N:11]=1. (4) Reactant: [Br:1][C:2]1[CH:7]=[C:6]([O:8][CH3:9])[C:5]([O:10]C(C)C)=[CH:4][C:3]=1[C:14](=[O:16])[CH3:15].[Al+3].[Cl-].[Cl-].[Cl-]. Product: [Br:1][C:2]1[CH:7]=[C:6]([O:8][CH3:9])[C:5]([OH:10])=[CH:4][C:3]=1[C:14](=[O:16])[CH3:15]. The catalyst class is: 2. (5) Reactant: [CH3:1][N:2]1[CH2:7][CH2:6][CH:5]([O:8][C:9]2[N:14]=[C:13]([NH2:15])[CH:12]=[CH:11][CH:10]=2)[CH2:4][CH2:3]1.[Cl:16][C:17]1[CH:25]=[CH:24][CH:23]=[C:22]([F:26])[C:18]=1[C:19](Cl)=[O:20].N.CO.[NH4+].[Cl-]. Product: [ClH:16].[Cl:16][C:17]1[CH:25]=[CH:24][CH:23]=[C:22]([F:26])[C:18]=1[C:19]([NH:15][C:13]1[CH:12]=[CH:11][CH:10]=[C:9]([O:8][CH:5]2[CH2:4][CH2:3][N:2]([CH3:1])[CH2:7][CH2:6]2)[N:14]=1)=[O:20]. The catalyst class is: 71.